From a dataset of Forward reaction prediction with 1.9M reactions from USPTO patents (1976-2016). Predict the product of the given reaction. (1) Given the reactants [N:1]1[N:5]2[C:6]3[C:11]([CH:12]=[CH:13][C:4]2=[N:3][N:2]=1)=[C:10]([CH2:14][CH:15]=O)[CH:9]=[CH:8][CH:7]=3.[CH3:17][C:18]1[CH:27]=[CH:26][C:25]2[C:20](=[CH:21][CH:22]=[CH:23][C:24]=2[N:28]2[CH2:33][CH2:32][NH:31][C@H:30]([CH3:34])[CH2:29]2)[N:19]=1.C(O[BH-](OC(=O)C)OC(=O)C)(=O)C.[Na+].[Cl:49]CCCl, predict the reaction product. The product is: [ClH:49].[ClH:49].[CH3:34][C@@H:30]1[CH2:29][N:28]([C:24]2[CH:23]=[CH:22][CH:21]=[C:20]3[C:25]=2[CH:26]=[CH:27][C:18]([CH3:17])=[N:19]3)[CH2:33][CH2:32][N:31]1[CH2:15][CH2:14][C:10]1[CH:9]=[CH:8][CH:7]=[C:6]2[C:11]=1[CH:12]=[CH:13][C:4]1[N:5]2[N:1]=[N:2][N:3]=1. (2) Given the reactants O=C1[O:7][C:6](=[O:8])[CH2:5][N:4]([CH2:9][CH2:10][N:11]([CH2:16][CH2:17][N:18]2[CH2:23][C:22](=[O:24])[O:21][C:20](=[O:25])[CH2:19]2)[CH2:12][C:13]([OH:15])=[O:14])[CH2:3]1.[NH2:26][CH2:27][CH2:28][CH2:29][CH2:30][CH2:31][CH2:32][CH2:33][CH2:34][CH2:35][CH2:36][C:37]([NH:39][CH2:40][CH2:41][O:42][CH2:43][CH2:44][O:45][CH2:46][CH2:47][O:48][CH2:49][CH2:50][O:51][CH2:52][CH2:53][O:54][CH2:55][CH2:56][O:57][CH2:58][CH2:59][O:60][CH3:61])=[O:38].C[N:63]([CH:65]=[O:66])[CH3:64], predict the reaction product. The product is: [C:13]([CH2:12][N:11]([CH2:10][CH2:9][N:4]([CH2:5][C:6]([OH:7])=[O:8])[CH2:3][C:65](=[O:66])[NH:63][CH2:64][CH2:28][CH2:29][CH2:30][CH2:31][CH2:32][CH2:33][CH2:34][CH2:35][CH2:36][C:37](=[O:38])[NH:39][CH2:40][CH2:41][O:42][CH2:43][CH2:44][O:45][CH2:46][CH2:47][O:48][CH2:49][CH2:50][O:51][CH2:52][CH2:53][O:54][CH2:55][CH2:56][O:57][CH2:58][CH2:59][O:60][CH3:61])[CH2:16][CH2:17][N:18]([CH2:19][C:20](=[O:25])[NH:26][CH2:27][CH2:28][CH2:29][CH2:30][CH2:31][CH2:32][CH2:33][CH2:34][CH2:35][CH2:36][C:37](=[O:38])[NH:39][CH2:40][CH2:41][O:42][CH2:43][CH2:44][O:45][CH2:46][CH2:47][O:48][CH2:49][CH2:50][O:51][CH2:52][CH2:53][O:54][CH2:55][CH2:56][O:57][CH2:58][CH2:59][O:60][CH3:61])[CH2:23][C:22]([OH:21])=[O:24])([OH:15])=[O:14]. (3) Given the reactants [CH3:1][C:2]1[CH:7]=[CH:6][C:5](B(O)O)=[CH:4][C:3]=1[NH:11][C:12](=[O:27])[C:13]1[CH:18]=[CH:17][C:16]([O:19][CH2:20][C:21]2[CH:26]=[CH:25][CH:24]=[CH:23][N:22]=2)=[CH:15][CH:14]=1.Br[C:29]1[N:30]=[CH:31][N:32]([CH3:36])[C:33]=1[CH:34]=[O:35].C([O-])([O-])=O.[K+].[K+], predict the reaction product. The product is: [CH:34]([C:33]1[N:32]([CH3:36])[CH:31]=[N:30][C:29]=1[C:5]1[CH:6]=[CH:7][C:2]([CH3:1])=[C:3]([NH:11][C:12](=[O:27])[C:13]2[CH:18]=[CH:17][C:16]([O:19][CH2:20][C:21]3[CH:26]=[CH:25][CH:24]=[CH:23][N:22]=3)=[CH:15][CH:14]=2)[CH:4]=1)=[O:35]. (4) Given the reactants [CH:1]1([NH2:5])[CH2:4][CH2:3][CH2:2]1.[CH3:6][C:7]1[O:11][N:10]=[C:9]([C:12]2[CH:17]=[CH:16][CH:15]=[CH:14][CH:13]=2)[C:8]=1[C:18]1[N:19]=[CH:20][N:21]([C:23]2[CH:24]=[C:25]([CH:29]=[CH:30][CH:31]=2)[C:26](O)=[O:27])[CH:22]=1, predict the reaction product. The product is: [CH:1]1([NH:5][C:26](=[O:27])[C:25]2[CH:29]=[CH:30][CH:31]=[C:23]([N:21]3[CH:22]=[C:18]([C:8]4[C:9]([C:12]5[CH:17]=[CH:16][CH:15]=[CH:14][CH:13]=5)=[N:10][O:11][C:7]=4[CH3:6])[N:19]=[CH:20]3)[CH:24]=2)[CH2:4][CH2:3][CH2:2]1. (5) Given the reactants [Br:1][C:2]1[CH:3]=[C:4]([N+:11]([O-:13])=[O:12])[C:5](N)=[N:6][C:7]=1[CH2:8][CH3:9].[BrH:14].BrBr.N([O-])=O.[Na+].[OH-].[Na+], predict the reaction product. The product is: [Br:14][C:5]1[C:4]([N+:11]([O-:13])=[O:12])=[CH:3][C:2]([Br:1])=[C:7]([CH2:8][CH3:9])[N:6]=1. (6) Given the reactants I[C:2]1[CH:3]=[C:4]([NH:8][C:9]2[C:18]3[C:13](=[CH:14][N:15]=[C:16]([NH:19][CH2:20][CH2:21][N:22]4[CH2:27][CH2:26][O:25][CH2:24][CH2:23]4)[CH:17]=3)[N:12]=[CH:11][C:10]=2[C:28]#[N:29])[CH:5]=[CH:6][CH:7]=1.[CH2:30]([Sn](CCCC)(CCCC)C#CC)[CH2:31][CH2:32]C.CO, predict the reaction product. The product is: [O:25]1[CH2:26][CH2:27][N:22]([CH2:21][CH2:20][NH:19][C:16]2[CH:17]=[C:18]3[C:13](=[CH:14][N:15]=2)[N:12]=[CH:11][C:10]([C:28]#[N:29])=[C:9]3[NH:8][C:4]2[CH:5]=[CH:6][CH:7]=[C:2]([C:30]#[C:31][CH3:32])[CH:3]=2)[CH2:23][CH2:24]1. (7) Given the reactants [C:1]([C:3]1[CH:8]=[CH:7][CH:6]=[CH:5][N:4]=1)#[CH:2].[CH3:9][CH:10]1[CH2:15][CH:14]([CH3:16])[CH2:13][C:12](=O)[CH2:11]1, predict the reaction product. The product is: [CH3:9][CH:10]1[CH2:15][CH:14]([CH3:16])[CH2:13][C:12]([C:2]#[C:1][C:3]2[CH:8]=[CH:7][CH:6]=[CH:5][N:4]=2)=[CH:11]1.